From a dataset of Forward reaction prediction with 1.9M reactions from USPTO patents (1976-2016). Predict the product of the given reaction. (1) The product is: [O:1]1[C:5]2([CH2:10][CH2:9][N:8]([C:19]3[CH:18]=[CH:17][C:14]([CH:15]=[O:16])=[CH:13][C:12]=3[F:11])[CH2:7][CH2:6]2)[O:4][CH2:3][CH2:2]1. Given the reactants [O:1]1[C:5]2([CH2:10][CH2:9][NH:8][CH2:7][CH2:6]2)[O:4][CH2:3][CH2:2]1.[F:11][C:12]1[CH:13]=[C:14]([CH:17]=[CH:18][C:19]=1F)[CH:15]=[O:16], predict the reaction product. (2) Given the reactants [F:1][C:2]1[CH:7]=[CH:6][C:5]([O:8][C:9]([F:12])([F:11])[F:10])=[CH:4][C:3]=1[N:13]1[CH2:27][CH2:26][C:16]2([O:21][CH2:20][C@H:19]([CH2:22][C:23]([OH:25])=[O:24])[CH2:18][CH2:17]2)[CH2:15][CH2:14]1.FC1C=CC(OC(F)(F)F)=CC=1N1CCC2(OC[C@@H](CC(O)=O)CC2)CC1.[OH-].[K+], predict the reaction product. The product is: [F:1][C:2]1[CH:7]=[CH:6][C:5]([O:8][C:9]([F:10])([F:12])[F:11])=[CH:4][C:3]=1[N:13]1[CH2:27][CH2:26][C:16]2([O:21][CH2:20][CH:19]([CH2:22][C:23]([OH:25])=[O:24])[CH2:18][CH2:17]2)[CH2:15][CH2:14]1. (3) Given the reactants [C:1]([O:5][C:6]([NH:8][CH:9]1[CH2:18][C:17]2[C:12](=[CH:13][C:14]([C:19]3[CH:20]=[CH:21][N:22]4[C:27]([C:28]=3[CH3:29])=[C:26]([CH:30]3[CH2:32][CH2:31]3)[CH:25]=[C:24]([C:33]([O:35]C)=[O:34])[C:23]4=[O:37])=[CH:15][CH:16]=2)[NH:11][C:10]1=[O:38])=[O:7])([CH3:4])([CH3:3])[CH3:2].[OH-].[Na+].O, predict the reaction product. The product is: [C:1]([O:5][C:6]([NH:8][CH:9]1[CH2:18][C:17]2[C:12](=[CH:13][C:14]([C:19]3[CH:20]=[CH:21][N:22]4[C:27]([C:28]=3[CH3:29])=[C:26]([CH:30]3[CH2:32][CH2:31]3)[CH:25]=[C:24]([C:33]([OH:35])=[O:34])[C:23]4=[O:37])=[CH:15][CH:16]=2)[NH:11][C:10]1=[O:38])=[O:7])([CH3:2])([CH3:3])[CH3:4]. (4) Given the reactants [Cl:1][C:2]1[C:6]([CH3:7])=[C:5]([C:8]2[CH:9]=[C:10]([C:13]([O:15]C)=[O:14])[S:11][CH:12]=2)[N:4]([CH3:17])[N:3]=1.[OH-].[Na+], predict the reaction product. The product is: [Cl:1][C:2]1[C:6]([CH3:7])=[C:5]([C:8]2[CH:9]=[C:10]([C:13]([OH:15])=[O:14])[S:11][CH:12]=2)[N:4]([CH3:17])[N:3]=1. (5) Given the reactants C([C@@H]1N(C(=O)C2C=CC(OC3C=CC=CC=3)=CC=2)C[C@H](CC(C)C)NC1=O)C(C)C.[CH:31]1([C@@H:36]2[NH:41][C:40](=[O:42])[C@H:39]([CH2:43][CH:44]([CH3:46])[CH3:45])[NH:38][CH2:37]2)[CH2:35][CH2:34][CH2:33][CH2:32]1.[F:47][C:48]1[C:49]([C:60](O)=[O:61])=[N:50][O:51][C:52]=1[C:53]1[CH:58]=[CH:57][C:56]([F:59])=[CH:55][CH:54]=1, predict the reaction product. The product is: [CH:31]1([C@@H:36]2[NH:41][C:40](=[O:42])[C@H:39]([CH2:43][CH:44]([CH3:46])[CH3:45])[N:38]([C:60]([C:49]3[C:48]([F:47])=[C:52]([C:53]4[CH:58]=[CH:57][C:56]([F:59])=[CH:55][CH:54]=4)[O:51][N:50]=3)=[O:61])[CH2:37]2)[CH2:32][CH2:33][CH2:34][CH2:35]1. (6) The product is: [NH2:1][C:2]1[N:6]=[CH:5][N:4]([CH2:19][C:15]2[CH:16]=[CH:11][C:12]([C:17]#[N:18])=[CH:13][CH:14]=2)[N:3]=1. Given the reactants [NH2:1][C:2]1[N:6]=[CH:5][NH:4][N:3]=1.[H-].[Na+].BrC[C:11]1[C:12]([C:17]#[N:18])=[CH:13][CH:14]=[CH:15][CH:16]=1.[CH3:19]N(C=O)C, predict the reaction product. (7) Given the reactants [C:1]([C:3]1[CH:11]=[CH:10][C:6]([C:7](O)=[O:8])=[C:5]([F:12])[CH:4]=1)#[N:2].C1C=CC2N(O)N=[N:19][C:17]=2C=1.CN(C=O)C.CN.C1COCC1, predict the reaction product. The product is: [C:1]([C:3]1[CH:11]=[CH:10][C:6]([C:7]([NH:19][CH3:17])=[O:8])=[C:5]([F:12])[CH:4]=1)#[N:2].